This data is from CYP1A2 inhibition data for predicting drug metabolism from PubChem BioAssay. The task is: Regression/Classification. Given a drug SMILES string, predict its absorption, distribution, metabolism, or excretion properties. Task type varies by dataset: regression for continuous measurements (e.g., permeability, clearance, half-life) or binary classification for categorical outcomes (e.g., BBB penetration, CYP inhibition). Dataset: cyp1a2_veith. (1) The molecule is O=S(=O)(/N=C(/Nc1ccccn1)c1ccccc1)c1ccc(Cl)cc1. The result is 1 (inhibitor). (2) The result is 1 (inhibitor). The molecule is S=C(Nc1ccccc1)Nc1ccccc1C#Cc1ccccc1. (3) The drug is COc1cc2c(cc1O)CCC1C2CC[C@@]2(C)C1CC[C@@H]2O. The result is 1 (inhibitor). (4) The drug is Cc1cc(Br)ccc1NCc1ccccn1.O=C(O)C(=O)O. The result is 1 (inhibitor).